From a dataset of Forward reaction prediction with 1.9M reactions from USPTO patents (1976-2016). Predict the product of the given reaction. (1) Given the reactants P(Cl)(Cl)(Cl)=O.[Br:6][C:7]1[CH:8]=[C:9]([C:16]([F:19])([F:18])[F:17])[CH:10]=[C:11]2[C:15]=1[NH:14][CH:13]=[CH:12]2.CN([CH:23]=[O:24])C, predict the reaction product. The product is: [Br:6][C:7]1[CH:8]=[C:9]([C:16]([F:19])([F:17])[F:18])[CH:10]=[C:11]2[C:15]=1[NH:14][CH:13]=[C:12]2[CH:23]=[O:24]. (2) Given the reactants [CH:1]([C:4]1[S:5][CH:6]=[C:7]([C:9]([N:11]2[CH2:39][C:15]3([CH2:18][N:17]([CH2:19][CH2:20][C:21]4[CH:22]=[C:23]([CH:36]=[CH:37][CH:38]=4)[CH2:24][CH2:25][O:26][CH2:27][CH2:28][C:29]([O:31]C(C)(C)C)=[O:30])[CH2:16]3)[O:14][CH2:13][CH2:12]2)=[O:10])[N:8]=1)([CH3:3])[CH3:2].[C:40]([OH:46])([C:42]([F:45])([F:44])[F:43])=[O:41].C1(C)C=CC=CC=1, predict the reaction product. The product is: [F:43][C:42]([F:45])([F:44])[C:40]([OH:46])=[O:41].[CH:1]([C:4]1[S:5][CH:6]=[C:7]([C:9]([N:11]2[CH2:39][C:15]3([CH2:16][N:17]([CH2:19][CH2:20][C:21]4[CH:22]=[C:23]([CH:36]=[CH:37][CH:38]=4)[CH2:24][CH2:25][O:26][CH2:27][CH2:28][C:29]([OH:31])=[O:30])[CH2:18]3)[O:14][CH2:13][CH2:12]2)=[O:10])[N:8]=1)([CH3:3])[CH3:2]. (3) Given the reactants Br[C:2]1[C:11](Br)=[C:10]([N+:13]([O-])=O)[C:5]2[O:6][CH2:7][CH2:8][O:9][C:4]=2[C:3]=1[C:16]([OH:18])=[O:17].C(=O)([O-])[O-].[Na+].[Na+], predict the reaction product. The product is: [NH2:13][C:10]1[C:5]2[O:6][CH2:7][CH2:8][O:9][C:4]=2[C:3]([C:16]([OH:18])=[O:17])=[CH:2][CH:11]=1. (4) Given the reactants [Cl:1][C:2]1[CH:7]=[CH:6][C:5]([C:8]([CH3:19])([CH3:18])[CH2:9][C:10]([OH:17])([C:13]([F:16])([F:15])[F:14])[CH:11]=O)=[CH:4][CH:3]=1.[NH2:20][C:21]1[CH:30]=[CH:29][C:28]([F:31])=[C:27]2[C:22]=1[CH:23]=[N:24][C:25]([CH3:32])=[N:26]2, predict the reaction product. The product is: [Cl:1][C:2]1[CH:7]=[CH:6][C:5]([C:8]([CH3:19])([CH3:18])[CH2:9][C:10]([C:13]([F:16])([F:15])[F:14])([OH:17])[CH2:11][NH:20][C:21]2[CH:30]=[CH:29][C:28]([F:31])=[C:27]3[C:22]=2[CH:23]=[N:24][C:25]([CH3:32])=[N:26]3)=[CH:4][CH:3]=1. (5) Given the reactants [O:1]1[C:6]2[CH:7]=[CH:8][CH:9]=[CH:10][C:5]=2[O:4][CH2:3][CH:2]1[C:11](Cl)=[O:12].[CH3:14][O:15][C:16]([CH:18]1[C:23](=[O:24])[CH2:22][CH2:21][NH:20][CH2:19]1)=[O:17].C(N(CC)CC)C.[OH-].[Na+], predict the reaction product. The product is: [CH3:14][O:15][C:16]([CH:18]1[C:23](=[O:24])[CH2:22][CH2:21][N:20]([C:11]([CH:2]2[O:1][C:6]3[CH:7]=[CH:8][CH:9]=[CH:10][C:5]=3[O:4][CH2:3]2)=[O:12])[CH2:19]1)=[O:17]. (6) Given the reactants [CH3:1][O:2][C:3]1[CH:22]=[CH:21][C:6]([CH2:7][C@@H:8]2[C:12]3=[N:13][C:14]4[CH:19]=[CH:18][CH:17]=[CH:16][C:15]=4[N:11]3[C:10](=[O:20])[NH:9]2)=[CH:5][CH:4]=1.Cl.[CH3:24][O:25][C:26]1[CH:35]=[CH:34][CH:33]=[C:32]2[C:27]=1[CH2:28][CH2:29][CH2:30][CH:31]2[NH2:36].C(O)(C(F)(F)F)=O, predict the reaction product. The product is: [NH:13]1[C:14]2[CH:19]=[CH:18][CH:17]=[CH:16][C:15]=2[N:11]=[C:12]1[C@H:8]([NH:9][C:10]([NH:36][CH:31]1[C:32]2[C:27](=[C:26]([O:25][CH3:24])[CH:35]=[CH:34][CH:33]=2)[CH2:28][CH2:29][CH2:30]1)=[O:20])[CH2:7][C:6]1[CH:21]=[CH:22][C:3]([O:2][CH3:1])=[CH:4][CH:5]=1. (7) Given the reactants [NH:1]1[C:5]2[CH:6]=[CH:7][C:8]([C:10]#[N:11])=[CH:9][C:4]=2[N:3]=[CH:2]1, predict the reaction product. The product is: [NH:1]1[C:5]2[CH:6]=[CH:7][C:8]([CH2:10][NH2:11])=[CH:9][C:4]=2[N:3]=[CH:2]1.